From a dataset of Catalyst prediction with 721,799 reactions and 888 catalyst types from USPTO. Predict which catalyst facilitates the given reaction. (1) Reactant: [O:1]1[CH2:6][CH2:5][CH:4]([OH:7])[CH2:3][CH2:2]1.Cl[C:9](Cl)([O:11]C(=O)OC(Cl)(Cl)Cl)Cl.C(OC([N:27]1[CH2:31][C@@H:30]([CH2:32][C@H:33]([CH2:37][C:38]2[CH:43]=[CH:42][C:41]([O:44][CH3:45])=[C:40]([O:46][CH2:47][CH2:48][CH2:49][O:50][CH3:51])[CH:39]=2)[CH:34]([CH3:36])[CH3:35])[C@H:29]([CH2:52][NH:53][CH:54]2[CH2:56][CH2:55]2)[CH2:28]1)=O)(C)(C)C. Product: [O:1]1[CH2:6][CH2:5][CH:4]([O:7][C:9](=[O:11])[N:53]([CH:54]2[CH2:56][CH2:55]2)[CH2:52][C@H:29]2[C@H:30]([CH2:32][C@H:33]([CH2:37][C:38]3[CH:43]=[CH:42][C:41]([O:44][CH3:45])=[C:40]([O:46][CH2:47][CH2:48][CH2:49][O:50][CH3:51])[CH:39]=3)[CH:34]([CH3:35])[CH3:36])[CH2:31][NH:27][CH2:28]2)[CH2:3][CH2:2]1. The catalyst class is: 64. (2) Reactant: [C:1]([C:4]1[CH:9]=[CH:8][C:7]([S:10]([NH:13][CH2:14][CH2:15][CH2:16][N:17]2[CH:21]=[CH:20][N:19]=[CH:18]2)(=[O:12])=[O:11])=[CH:6][CH:5]=1)(=[O:3])[CH3:2].[CH3:22][O:23][C:24]1[CH:31]=[C:30]([O:32][CH3:33])[C:29]([N:34]2[CH2:38][CH2:37][CH2:36][CH2:35]2)=[CH:28][C:25]=1[CH:26]=O.C[O-].[Li+]. Product: [CH3:22][O:23][C:24]1[CH:31]=[C:30]([O:32][CH3:33])[C:29]([N:34]2[CH2:38][CH2:37][CH2:36][CH2:35]2)=[CH:28][C:25]=1/[CH:26]=[CH:2]/[C:1]([C:4]1[CH:9]=[CH:8][C:7]([S:10]([NH:13][CH2:14][CH2:15][CH2:16][N:17]2[CH:21]=[CH:20][N:19]=[CH:18]2)(=[O:12])=[O:11])=[CH:6][CH:5]=1)=[O:3]. The catalyst class is: 121.